From a dataset of Full USPTO retrosynthesis dataset with 1.9M reactions from patents (1976-2016). Predict the reactants needed to synthesize the given product. (1) Given the product [Cl:8][C:9]1[CH:22]=[CH:21][C:12]([CH:13]=[C:14]2[S:18][C:17](=[O:19])[NH:16][C:15]2=[O:20])=[CH:11][C:10]=1[C:23]1[CH:28]=[N:27][CH:26]=[C:25]([N:29]2[CH2:35][CH2:34][CH2:33][N:32]([CH3:36])[CH2:31][CH2:30]2)[N:24]=1, predict the reactants needed to synthesize it. The reactants are: S1CC(=O)NC1=O.[Cl:8][C:9]1[CH:22]=[CH:21][C:12](/[CH:13]=[C:14]2/[C:15](=[O:20])[NH:16][C:17](=[O:19])[S:18]/2)=[CH:11][C:10]=1[C:23]1[CH:28]=[N:27][CH:26]=[C:25]([N:29]2[CH2:35][CH2:34][CH2:33][N:32]([CH3:36])[CH2:31][CH2:30]2)[N:24]=1. (2) Given the product [F:16][CH:17]([F:27])[O:18][C:19]1[CH:20]=[CH:21][C:22]([N:25]([CH3:26])[C:2]2[C:11]3[C:6](=[CH:7][CH:8]=[C:9]([N+:12]([O-:14])=[O:13])[CH:10]=3)[N:5]=[C:4]([CH3:15])[N:3]=2)=[CH:23][CH:24]=1, predict the reactants needed to synthesize it. The reactants are: Cl[C:2]1[C:11]2[C:6](=[CH:7][CH:8]=[C:9]([N+:12]([O-:14])=[O:13])[CH:10]=2)[N:5]=[C:4]([CH3:15])[N:3]=1.[F:16][CH:17]([F:27])[O:18][C:19]1[CH:24]=[CH:23][C:22]([NH:25][CH3:26])=[CH:21][CH:20]=1. (3) Given the product [NH2:1][C:4]1[CH:5]=[C:6]([CH:20]=[CH:21][CH:22]=1)[C:7]([NH:9][C:10]1[CH:19]=[CH:18][CH:17]=[CH:16][C:11]=1[C:12]([O:14][CH3:15])=[O:13])=[O:8], predict the reactants needed to synthesize it. The reactants are: [N+:1]([C:4]1[CH:5]=[C:6]([CH:20]=[CH:21][CH:22]=1)[C:7]([NH:9][C:10]1[CH:19]=[CH:18][CH:17]=[CH:16][C:11]=1[C:12]([O:14][CH3:15])=[O:13])=[O:8])([O-])=O. (4) Given the product [CH3:22][O:21][C:14]1[CH:13]=[C:12]([N:8]2[CH2:9][CH2:10][CH2:11][C@:6]([CH3:23])([C:4]([OH:5])=[O:3])[CH2:7]2)[CH:17]=[CH:16][C:15]=1[N+:18]([O-:20])=[O:19], predict the reactants needed to synthesize it. The reactants are: C([O:3][C:4]([C@@:6]1([CH3:23])[CH2:11][CH2:10][CH2:9][N:8]([C:12]2[CH:17]=[CH:16][C:15]([N+:18]([O-:20])=[O:19])=[C:14]([O:21][CH3:22])[CH:13]=2)[CH2:7]1)=[O:5])C. (5) Given the product [N+:8]([C:5]1[CH:6]=[CH:7][C:2]2[NH:1][C:20](=[O:21])[CH2:19][O:11][C:3]=2[CH:4]=1)([O-:10])=[O:9], predict the reactants needed to synthesize it. The reactants are: [NH2:1][C:2]1[CH:7]=[CH:6][C:5]([N+:8]([O-:10])=[O:9])=[CH:4][C:3]=1[OH:11].C([O-])([O-])=O.[K+].[K+].Cl[CH2:19][C:20](Cl)=[O:21].CCOC(C)=O. (6) Given the product [CH3:1][NH:2][C@@H:3]([C:15]([NH:17][C@H:18]([C:23]([N:25]([C@@H:27]([CH:36]([CH3:38])[CH3:37])/[CH:28]=[C:29](/[C:30]([OH:32])=[O:31])\[CH3:35])[CH3:26])=[O:24])[C:19]([CH3:21])([CH3:22])[CH3:20])=[O:16])[C:4]([CH3:14])([CH3:13])[C:5]1[CH:6]=[C:7]([CH3:12])[CH:8]=[C:9]([CH3:11])[CH:10]=1, predict the reactants needed to synthesize it. The reactants are: [CH3:1][NH:2][C@@H:3]([C:15]([NH:17][C@H:18]([C:23]([N:25]([C@@H:27]([CH:36]([CH3:38])[CH3:37])/[CH:28]=[C:29](\[CH3:35])/[C:30]([O:32]CC)=[O:31])[CH3:26])=[O:24])[C:19]([CH3:22])([CH3:21])[CH3:20])=[O:16])[C:4]([CH3:14])([CH3:13])[C:5]1[CH:10]=[C:9]([CH3:11])[CH:8]=[C:7]([CH3:12])[CH:6]=1.[OH-].[Li+]. (7) Given the product [Br:34][CH:8]([C:5]1[CH:4]=[C:3]([C:2]([F:13])([F:12])[F:1])[O:7][N:6]=1)[CH2:9][CH3:10], predict the reactants needed to synthesize it. The reactants are: [F:1][C:2]([F:13])([F:12])[C:3]1[O:7][N:6]=[C:5]([CH:8](O)[CH2:9][CH3:10])[CH:4]=1.C1(P(C2C=CC=CC=2)C2C=CC=CC=2)C=CC=CC=1.C(Br)(Br)(Br)[Br:34]. (8) Given the product [C:1]([C:5]1[N:6]=[C:7]([N:16]2[CH2:20][CH2:19][C:18]([F:21])([F:22])[CH2:17]2)[C:8]2[N:13]=[N:12][N:11]([CH2:14][CH:15]3[CH2:49][CH2:50][CH2:45][CH2:46][CH2:47]3)[C:9]=2[N:10]=1)([CH3:2])([CH3:3])[CH3:4], predict the reactants needed to synthesize it. The reactants are: [C:1]([C:5]1[N:6]=[C:7]([N:16]2[CH2:20][CH2:19][C:18]([F:22])([F:21])[CH2:17]2)[C:8]2[N:13]=[N:12][N:11]([CH2:14][CH3:15])[C:9]=2[N:10]=1)([CH3:4])([CH3:3])[CH3:2].C(C1N=C(N2CCC(F)(F)C2)C2N=NNC=2N=1)(C)(C)C.BrC[CH:45]1[CH2:50][CH2:49]C[CH2:47][CH2:46]1. (9) The reactants are: [CH3:1][C:2]([O:5][C:6]([NH:8][CH2:9][CH2:10][CH2:11][C:12]([OH:14])=O)=[O:7])([CH3:4])[CH3:3].C(N1CCOCC1)C.C1C=CC2N(O)N=NC=2C=1.C(Cl)CCl.FC(F)(F)C(O)=O.[CH3:44][CH:45]([O:47][C:48]1[CH:55]=[CH:54][C:53]([C:56]2[O:60][N:59]=[C:58]([C:61]3[C:62]([CH3:71])=[C:63]4[C:68](=[CH:69][CH:70]=3)[CH2:67][NH:66][CH2:65][CH2:64]4)[N:57]=2)=[CH:52][C:49]=1[C:50]#[N:51])[CH3:46]. Given the product [C:50]([C:49]1[CH:52]=[C:53]([C:56]2[O:60][N:59]=[C:58]([C:61]3[C:62]([CH3:71])=[C:63]4[C:68](=[CH:69][CH:70]=3)[CH2:67][N:66]([C:12](=[O:14])[CH2:11][CH2:10][CH2:9][NH:8][C:6](=[O:7])[O:5][C:2]([CH3:1])([CH3:3])[CH3:4])[CH2:65][CH2:64]4)[N:57]=2)[CH:54]=[CH:55][C:48]=1[O:47][CH:45]([CH3:46])[CH3:44])#[N:51], predict the reactants needed to synthesize it. (10) Given the product [OH:2][C:3]1[CH:8]=[CH:7][C:6]([C:9]([F:12])([F:11])[F:10])=[CH:5][C:4]=1[NH:13][C:14]([NH:16][C:17]1[CH:22]=[CH:21][CH:20]=[CH:19][C:18]=1[C:23]([F:24])([F:25])[F:26])=[O:15], predict the reactants needed to synthesize it. The reactants are: C[O:2][C:3]1[CH:8]=[CH:7][C:6]([C:9]([F:12])([F:11])[F:10])=[CH:5][C:4]=1[NH:13][C:14]([NH:16][C:17]1[CH:22]=[CH:21][CH:20]=[CH:19][C:18]=1[C:23]([F:26])([F:25])[F:24])=[O:15].B(Br)(Br)Br.O.